From a dataset of Forward reaction prediction with 1.9M reactions from USPTO patents (1976-2016). Predict the product of the given reaction. Given the reactants [O:1]1[C:5]2[CH:6]=[CH:7][CH:8]=[C:9]([CH:10]3[CH2:15][CH2:14][NH:13][CH2:12][CH2:11]3)[C:4]=2[O:3][CH2:2]1.[C:16]([O:20][C:21](=[O:32])[NH:22][C@H:23]1[CH2:28][CH2:27][C@H:26]([CH2:29][CH:30]=O)[CH2:25][CH2:24]1)([CH3:19])([CH3:18])[CH3:17].C(=O)(O)[O-].[Na+], predict the reaction product. The product is: [C:16]([O:20][C:21](=[O:32])[NH:22][C@H:23]1[CH2:24][CH2:25][C@H:26]([CH2:29][CH2:30][N:13]2[CH2:14][CH2:15][CH:10]([C:9]3[C:4]4[O:3][CH2:2][O:1][C:5]=4[CH:6]=[CH:7][CH:8]=3)[CH2:11][CH2:12]2)[CH2:27][CH2:28]1)([CH3:19])([CH3:18])[CH3:17].